From a dataset of NCI-60 drug combinations with 297,098 pairs across 59 cell lines. Regression. Given two drug SMILES strings and cell line genomic features, predict the synergy score measuring deviation from expected non-interaction effect. (1) Drug 1: CC1=CC2C(CCC3(C2CCC3(C(=O)C)OC(=O)C)C)C4(C1=CC(=O)CC4)C. Drug 2: C(CC(=O)O)C(=O)CN.Cl. Cell line: OVCAR3. Synergy scores: CSS=11.9, Synergy_ZIP=-1.88, Synergy_Bliss=-1.82, Synergy_Loewe=-10.7, Synergy_HSA=-4.38. (2) Drug 1: CCC1(CC2CC(C3=C(CCN(C2)C1)C4=CC=CC=C4N3)(C5=C(C=C6C(=C5)C78CCN9C7C(C=CC9)(C(C(C8N6C)(C(=O)OC)O)OC(=O)C)CC)OC)C(=O)OC)O.OS(=O)(=O)O. Drug 2: C1CNP(=O)(OC1)N(CCCl)CCCl. Cell line: COLO 205. Synergy scores: CSS=-6.73, Synergy_ZIP=4.07, Synergy_Bliss=1.49, Synergy_Loewe=-5.78, Synergy_HSA=-5.37. (3) Drug 1: CC1=C(C=C(C=C1)C(=O)NC2=CC(=CC(=C2)C(F)(F)F)N3C=C(N=C3)C)NC4=NC=CC(=N4)C5=CN=CC=C5. Drug 2: CC=C1C(=O)NC(C(=O)OC2CC(=O)NC(C(=O)NC(CSSCCC=C2)C(=O)N1)C(C)C)C(C)C. Cell line: OVCAR3. Synergy scores: CSS=8.17, Synergy_ZIP=0.478, Synergy_Bliss=-0.714, Synergy_Loewe=-42.4, Synergy_HSA=-7.84. (4) Drug 1: CC1=C(C=C(C=C1)NC(=O)C2=CC=C(C=C2)CN3CCN(CC3)C)NC4=NC=CC(=N4)C5=CN=CC=C5. Drug 2: CC1=C(C=C(C=C1)C(=O)NC2=CC(=CC(=C2)C(F)(F)F)N3C=C(N=C3)C)NC4=NC=CC(=N4)C5=CN=CC=C5. Cell line: PC-3. Synergy scores: CSS=-7.14, Synergy_ZIP=2.65, Synergy_Bliss=-0.0564, Synergy_Loewe=-8.70, Synergy_HSA=-7.65. (5) Drug 1: C1=C(C(=O)NC(=O)N1)N(CCCl)CCCl. Drug 2: CCC(=C(C1=CC=CC=C1)C2=CC=C(C=C2)OCCN(C)C)C3=CC=CC=C3.C(C(=O)O)C(CC(=O)O)(C(=O)O)O. Cell line: SN12C. Synergy scores: CSS=32.4, Synergy_ZIP=-10.9, Synergy_Bliss=-6.78, Synergy_Loewe=-7.17, Synergy_HSA=-6.19. (6) Drug 1: COC1=CC(=CC(=C1O)OC)C2C3C(COC3=O)C(C4=CC5=C(C=C24)OCO5)OC6C(C(C7C(O6)COC(O7)C8=CC=CS8)O)O. Drug 2: C1=NC2=C(N1)C(=S)N=CN2. Cell line: HCC-2998. Synergy scores: CSS=22.9, Synergy_ZIP=-13.6, Synergy_Bliss=-16.1, Synergy_Loewe=-17.8, Synergy_HSA=-12.2.